Dataset: NCI-60 drug combinations with 297,098 pairs across 59 cell lines. Task: Regression. Given two drug SMILES strings and cell line genomic features, predict the synergy score measuring deviation from expected non-interaction effect. (1) Drug 1: CC(CN1CC(=O)NC(=O)C1)N2CC(=O)NC(=O)C2. Drug 2: C1=NC2=C(N=C(N=C2N1C3C(C(C(O3)CO)O)O)F)N. Cell line: MDA-MB-231. Synergy scores: CSS=8.55, Synergy_ZIP=-5.29, Synergy_Bliss=-2.22, Synergy_Loewe=-1.60, Synergy_HSA=-1.13. (2) Drug 1: CC(C1=C(C=CC(=C1Cl)F)Cl)OC2=C(N=CC(=C2)C3=CN(N=C3)C4CCNCC4)N. Drug 2: C1=NC(=NC(=O)N1C2C(C(C(O2)CO)O)O)N. Cell line: LOX IMVI. Synergy scores: CSS=24.8, Synergy_ZIP=-6.29, Synergy_Bliss=0.230, Synergy_Loewe=2.05, Synergy_HSA=1.98.